Dataset: Peptide-MHC class I binding affinity with 185,985 pairs from IEDB/IMGT. Task: Regression. Given a peptide amino acid sequence and an MHC pseudo amino acid sequence, predict their binding affinity value. This is MHC class I binding data. (1) The MHC is HLA-A01:01 with pseudo-sequence HLA-A01:01. The binding affinity (normalized) is 0. The peptide sequence is LPGPDTRHL. (2) The peptide sequence is MTFPLHFRS. The MHC is HLA-B07:02 with pseudo-sequence HLA-B07:02. The binding affinity (normalized) is 0.213. (3) The peptide sequence is KALKINWYK. The MHC is HLA-A03:01 with pseudo-sequence HLA-A03:01. The binding affinity (normalized) is 0.590.